This data is from Full USPTO retrosynthesis dataset with 1.9M reactions from patents (1976-2016). The task is: Predict the reactants needed to synthesize the given product. (1) Given the product [Cl:1][C:2]1[CH:7]=[CH:6][C:5]([CH:8]2[C:12]3[N:13]([CH:22]([CH3:24])[CH3:23])[C:14]([C:16]4[CH2:17][CH2:18][N:19]([S:38]([CH3:37])(=[O:40])=[O:39])[CH2:20][CH:21]=4)=[N:15][C:11]=3[C:10](=[O:25])[N:9]2[C:26]2[CH:27]=[C:28]([CH3:36])[C:29]3[N:30]([C:32]([CH3:35])=[N:33][N:34]=3)[CH:31]=2)=[CH:4][CH:3]=1, predict the reactants needed to synthesize it. The reactants are: [Cl:1][C:2]1[CH:7]=[CH:6][C:5]([CH:8]2[C:12]3[N:13]([CH:22]([CH3:24])[CH3:23])[C:14]([C:16]4[CH2:17][CH2:18][NH:19][CH2:20][CH:21]=4)=[N:15][C:11]=3[C:10](=[O:25])[N:9]2[C:26]2[CH:27]=[C:28]([CH3:36])[C:29]3[N:30]([C:32]([CH3:35])=[N:33][N:34]=3)[CH:31]=2)=[CH:4][CH:3]=1.[CH3:37][S:38](O[S:38]([CH3:37])(=[O:40])=[O:39])(=[O:40])=[O:39].C([O-])(O)=O.[Na+]. (2) Given the product [Si:30]([O:1][CH2:2][CH2:3][C:4]1[C:5](=[O:20])[N:6]([C:10]2[CH:15]=[CH:14][C:13]([N+:16]([O-:18])=[O:17])=[CH:12][C:11]=2[CH3:19])[CH:7]=[CH:8][CH:9]=1)([C:26]([CH3:29])([CH3:28])[CH3:27])([C:37]1[CH:38]=[CH:39][CH:40]=[CH:41][CH:42]=1)[C:31]1[CH:36]=[CH:35][CH:34]=[CH:33][CH:32]=1, predict the reactants needed to synthesize it. The reactants are: [OH:1][CH2:2][CH2:3][C:4]1[C:5](=[O:20])[N:6]([C:10]2[CH:15]=[CH:14][C:13]([N+:16]([O-:18])=[O:17])=[CH:12][C:11]=2[CH3:19])[CH:7]=[CH:8][CH:9]=1.N1C=CN=C1.[C:26]([Si:30](Cl)([C:37]1[CH:42]=[CH:41][CH:40]=[CH:39][CH:38]=1)[C:31]1[CH:36]=[CH:35][CH:34]=[CH:33][CH:32]=1)([CH3:29])([CH3:28])[CH3:27]. (3) Given the product [CH3:1][O:2][CH2:3][O:4][CH2:5][C:6]1[CH:7]=[C:8]([C:12]2[CH:13]=[CH:14][C:15]([C:18]([OH:20])=[O:19])=[CH:16][CH:17]=2)[CH:9]=[CH:10][CH:11]=1, predict the reactants needed to synthesize it. The reactants are: [CH3:1][O:2][CH2:3][O:4][CH2:5][C:6]1[CH:7]=[C:8]([C:12]2[CH:17]=[CH:16][C:15]([C:18]([O:20]C)=[O:19])=[CH:14][CH:13]=2)[CH:9]=[CH:10][CH:11]=1.[OH-].[Na+]. (4) Given the product [Cl:1][C:2]1[CH:10]=[C:9]([CH2:11][OH:12])[C:8]2[C:4](=[CH:5][N:6]([CH2:13][O:14][CH2:15][CH2:16][Si:17]([CH3:20])([CH3:19])[CH3:18])[N:7]=2)[CH:3]=1, predict the reactants needed to synthesize it. The reactants are: [Cl:1][C:2]1[CH:10]=[C:9]([CH:11]=[O:12])[C:8]2[C:4](=[CH:5][N:6]([CH2:13][O:14][CH2:15][CH2:16][Si:17]([CH3:20])([CH3:19])[CH3:18])[N:7]=2)[CH:3]=1.[BH4-].[Na+].